From a dataset of Forward reaction prediction with 1.9M reactions from USPTO patents (1976-2016). Predict the product of the given reaction. (1) Given the reactants O=C1C2C(=CC=CC=2)C(=O)[N:3]1[O:12][C@H:13]1[CH2:17][CH2:16][C@H:15]([CH2:18][NH:19][C:20](=[O:26])[O:21][C:22]([CH3:25])([CH3:24])[CH3:23])[CH2:14]1.O.NN, predict the reaction product. The product is: [C:22]([O:21][C:20](=[O:26])[NH:19][CH2:18][C@H:15]1[CH2:16][CH2:17][C@H:13]([O:12][NH2:3])[CH2:14]1)([CH3:25])([CH3:23])[CH3:24]. (2) The product is: [C:6]([O:5][C:3](=[O:4])[CH2:2][O:20][C:16]1[CH:15]=[CH:14][C:13]([Cl:18])=[CH:12][C:11]=1[Br:10])([CH3:9])([CH3:8])[CH3:7]. Given the reactants Br[CH2:2][C:3]([O:5][C:6]([CH3:9])([CH3:8])[CH3:7])=[O:4].[Br:10][C:11]1[CH:16]=[CH:15][C:14](O)=[C:13]([Cl:18])[CH:12]=1.C(=O)([O-])[O-:20].[K+].[K+], predict the reaction product. (3) The product is: [C:1]([C:5]1[CH:26]=[CH:25][C:8]([CH2:9][NH:11][CH2:12][CH2:13][C:14]2[CH:19]=[CH:18][CH:17]=[C:16]([O:20][C:21]([F:24])([F:23])[F:22])[CH:15]=2)=[C:7]([Cl:27])[CH:6]=1)([CH3:4])([CH3:2])[CH3:3]. Given the reactants [C:1]([C:5]1[CH:26]=[CH:25][C:8]([C:9]([NH:11][CH2:12][CH2:13][C:14]2[CH:19]=[CH:18][CH:17]=[C:16]([O:20][C:21]([F:24])([F:23])[F:22])[CH:15]=2)=O)=[C:7]([Cl:27])[CH:6]=1)([CH3:4])([CH3:3])[CH3:2].Cl.[OH-].[Na+], predict the reaction product. (4) Given the reactants [C:1]([C:5]1[CH:6]=[C:7]([CH:11]=[C:12]([C:15]([CH3:18])([CH3:17])[CH3:16])[C:13]=1[OH:14])[C:8]([OH:10])=[O:9])([CH3:4])([CH3:3])[CH3:2].[OH-].[K+].[CH3:21]I.O[Li].O, predict the reaction product. The product is: [C:1]([C:5]1[CH:6]=[C:7]([CH:11]=[C:12]([C:15]([CH3:18])([CH3:17])[CH3:16])[C:13]=1[O:14][CH3:21])[C:8]([OH:10])=[O:9])([CH3:4])([CH3:3])[CH3:2]. (5) Given the reactants [OH:1][C:2]1[CH:3]=[CH:4][C:5]2[C:17](=[O:18])[C:16]3[C:15]4[C:10](=[CH:11][C:12]([C:19]#[N:20])=[CH:13][CH:14]=4)[NH:9][C:8]=3[C:7]([CH3:22])([CH3:21])[C:6]=2[CH:23]=1.[O:24]1[CH2:29][CH2:28][CH:27](O)[CH2:26][CH2:25]1, predict the reaction product. The product is: [CH3:22][C:7]1([CH3:21])[C:8]2[NH:9][C:10]3[C:15](=[CH:14][CH:13]=[C:12]([C:19]#[N:20])[CH:11]=3)[C:16]=2[C:17](=[O:18])[C:5]2[CH:4]=[CH:3][C:2]([O:1][CH:27]3[CH2:28][CH2:29][O:24][CH2:25][CH2:26]3)=[CH:23][C:6]1=2. (6) Given the reactants [CH:1]([O:4][C:5]([N:7]1[CH2:12][CH2:11][N:10]([C:13]2[CH:18]=[CH:17][N:16]3[N:19]=[CH:20][C:21](Br)=[C:15]3[N:14]=2)[CH2:9][CH2:8]1)=[O:6])([CH3:3])[CH3:2].[CH3:23][N:24]1[CH:29]=[CH:28][CH:27]=[C:26](B(O)O)[C:25]1=[O:33], predict the reaction product. The product is: [CH:1]([O:4][C:5]([N:7]1[CH2:12][CH2:11][N:10]([C:13]2[CH:18]=[CH:17][N:16]3[N:19]=[CH:20][C:21]([C:26]4[C:25](=[O:33])[N:24]([CH3:23])[CH:29]=[CH:28][CH:27]=4)=[C:15]3[N:14]=2)[CH2:9][CH2:8]1)=[O:6])([CH3:3])[CH3:2]. (7) Given the reactants [O:1]=[C:2]1[N:11]([CH:12]2[CH2:17][CH2:16][N:15](C(OC(C)(C)C)=O)[CH2:14][CH2:13]2)[C@H:10]2[C@@H:5]([CH2:6][CH2:7][CH2:8][CH2:9]2)[O:4][CH2:3]1.Cl.C(N(CC)CC)C.O=[C:34]1[CH2:39][CH2:38][N:37]([C:40]([O:42][CH:43]([CH3:45])[CH3:44])=[O:41])[CH2:36][CH2:35]1.C(O[BH-](OC(=O)C)OC(=O)C)(=O)C.[Na+].C([O-])(O)=O.[Na+], predict the reaction product. The product is: [O:1]=[C:2]1[N:11]([CH:12]2[CH2:17][CH2:16][N:15]([CH:34]3[CH2:39][CH2:38][N:37]([C:40]([O:42][CH:43]([CH3:45])[CH3:44])=[O:41])[CH2:36][CH2:35]3)[CH2:14][CH2:13]2)[C@H:10]2[C@@H:5]([CH2:6][CH2:7][CH2:8][CH2:9]2)[O:4][CH2:3]1.